This data is from Forward reaction prediction with 1.9M reactions from USPTO patents (1976-2016). The task is: Predict the product of the given reaction. Given the reactants C(Cl)Cl.[C:4]([C:8]1[CH:15]=[CH:14][C:11]([CH2:12][NH2:13])=[CH:10][CH:9]=1)([CH3:7])([CH3:6])[CH3:5].[C:16]([O:20][C:21]([N:23]([CH2:32][C:33]([O:35][C:36]([CH3:39])([CH3:38])[CH3:37])=[O:34])[C:24]1[CH:29]=[CH:28][CH:27]=[C:26]([CH:30]=O)[N:25]=1)=[O:22])([CH3:19])([CH3:18])[CH3:17].C(=O)([O-])O.[Na+], predict the reaction product. The product is: [C:16]([O:20][C:21]([N:23]([CH2:32][C:33]([O:35][C:36]([CH3:39])([CH3:38])[CH3:37])=[O:34])[C:24]1[CH:29]=[CH:28][CH:27]=[C:26]([CH2:30][NH:13][CH2:12][C:11]2[CH:10]=[CH:9][C:8]([C:4]([CH3:7])([CH3:5])[CH3:6])=[CH:15][CH:14]=2)[N:25]=1)=[O:22])([CH3:19])([CH3:18])[CH3:17].